This data is from Catalyst prediction with 721,799 reactions and 888 catalyst types from USPTO. The task is: Predict which catalyst facilitates the given reaction. (1) Reactant: [N:1]([CH2:4][C:5]1[CH:10]=[CH:9][C:8]([C:11]2[CH:23]=[CH:22][C:14]3[N:15]([CH2:18][CH:19]4[CH2:21][CH2:20]4)[N:16]=[N:17][C:13]=3[C:12]=2[C:24]([F:27])([F:26])[F:25])=[CH:7][CH:6]=1)=[N+]=[N-].C1(P(C2C=CC=CC=2)C2C=CC=CC=2)C=CC=CC=1.C(=O)(O)[O-].[Na+].O. Product: [CH:19]1([CH2:18][N:15]2[C:14]3[CH:22]=[CH:23][C:11]([C:8]4[CH:7]=[CH:6][C:5]([CH2:4][NH2:1])=[CH:10][CH:9]=4)=[C:12]([C:24]([F:27])([F:26])[F:25])[C:13]=3[N:17]=[N:16]2)[CH2:21][CH2:20]1. The catalyst class is: 7. (2) Reactant: C(OC([N:8]1[CH2:11][CH:10]([CH2:12][C:13]2[N:14]([CH3:40])[C:15]3[C:20]([N:21]=2)=[C:19]([N:22]2[CH2:27][CH2:26][O:25][CH2:24][CH2:23]2)[N:18]=[C:17]([N:28]2[C:32]4[CH:33]=[CH:34][CH:35]=[CH:36][C:31]=4[N:30]=[C:29]2[CH:37]([CH3:39])[CH3:38])[N:16]=3)[CH2:9]1)=O)(C)(C)C.C(O)(C(F)(F)F)=O. The catalyst class is: 2. Product: [NH:8]1[CH2:9][CH:10]([CH2:12][C:13]2[N:14]([CH3:40])[C:15]3[C:20]([N:21]=2)=[C:19]([N:22]2[CH2:27][CH2:26][O:25][CH2:24][CH2:23]2)[N:18]=[C:17]([N:28]2[C:32]4[CH:33]=[CH:34][CH:35]=[CH:36][C:31]=4[N:30]=[C:29]2[CH:37]([CH3:38])[CH3:39])[N:16]=3)[CH2:11]1. (3) Reactant: Cl[C:2]1[C:3]2[C:10]([C:11]3[CH:16]=[CH:15][C:14]([O:17][CH3:18])=[CH:13][CH:12]=3)=[C:9]([C:19]3[CH:24]=[CH:23][CH:22]=[CH:21][CH:20]=3)[O:8][C:4]=2[N:5]=[CH:6][N:7]=1.[NH2:25][C:26]1[CH:27]=[C:28]([CH:36]=[CH:37][CH:38]=1)/[CH:29]=[CH:30]/[C:31]([O:33][CH2:34][CH3:35])=[O:32]. Product: [CH2:34]([O:33][C:31](=[O:32])/[CH:30]=[CH:29]/[C:28]1[CH:36]=[CH:37][CH:38]=[C:26]([NH:25][C:2]2[C:3]3[C:10]([C:11]4[CH:16]=[CH:15][C:14]([O:17][CH3:18])=[CH:13][CH:12]=4)=[C:9]([C:19]4[CH:20]=[CH:21][CH:22]=[CH:23][CH:24]=4)[O:8][C:4]=3[N:5]=[CH:6][N:7]=2)[CH:27]=1)[CH3:35]. The catalyst class is: 4. (4) Reactant: Br[C:2]1[CH:11]=[C:10]([F:12])[C:9]2[C:4](=[CH:5][CH:6]=[CH:7][CH:8]=2)[CH:3]=1.C([Li])CCC.[B:18](OC)([O:21]C)[O:19]C. Product: [F:12][C:10]1[C:9]2[C:4](=[CH:5][CH:6]=[CH:7][CH:8]=2)[C:3]([B:18]([OH:21])[OH:19])=[CH:2][CH:11]=1. The catalyst class is: 1. (5) Reactant: [C:1](N1C=CN=C1)([N:3]1[CH:7]=[CH:6][N:5]=[CH:4]1)=[O:2].[CH2:13]([N:16]([CH2:36][CH:37]=[CH2:38])[C:17]1[N:22]=[C:21]([N:23]([CH2:27][CH:28]=[CH2:29])[CH2:24][CH:25]=[CH2:26])[N:20]=[C:19]([N:30]2[CH2:35][CH2:34][NH:33][CH2:32][CH2:31]2)[N:18]=1)[CH:14]=[CH2:15].C1CCN2C(=NCCC2)CC1.C(OCC)(=O)C. Product: [N:3]1([C:1]([N:33]2[CH2:32][CH2:31][N:30]([C:19]3[N:18]=[C:17]([N:16]([CH2:13][CH:14]=[CH2:15])[CH2:36][CH:37]=[CH2:38])[N:22]=[C:21]([N:23]([CH2:24][CH:25]=[CH2:26])[CH2:27][CH:28]=[CH2:29])[N:20]=3)[CH2:35][CH2:34]2)=[O:2])[CH:7]=[CH:6][N:5]=[CH:4]1. The catalyst class is: 134.